Predict the product of the given reaction. From a dataset of Forward reaction prediction with 1.9M reactions from USPTO patents (1976-2016). (1) Given the reactants [N+:1]([C:4]1[CH:13]=[C:12]2[C:7]([CH:8]=[CH:9][C:10](N)=[CH:11]2)=[CH:6][CH:5]=1)([O-:3])=[O:2].[F:15][B-](F)(F)F.N#[O+], predict the reaction product. The product is: [F:15][C:10]1[CH:11]=[C:12]2[C:7]([CH:6]=[CH:5][C:4]([N+:1]([O-:3])=[O:2])=[CH:13]2)=[CH:8][CH:9]=1. (2) Given the reactants [C:1]([N:8]1[CH2:15][C@H:14]([OH:16])[CH2:13][C@H:9]1[C:10]([OH:12])=[O:11])([O:3][C:4]([CH3:7])([CH3:6])[CH3:5])=[O:2].[C:17]([O-])([O-])=O.[K+].[K+].CI, predict the reaction product. The product is: [C:1]([N:8]1[CH2:15][C@H:14]([OH:16])[CH2:13][C@H:9]1[C:10]([O:12][CH3:17])=[O:11])([O:3][C:4]([CH3:7])([CH3:6])[CH3:5])=[O:2].